Dataset: Reaction yield outcomes from USPTO patents with 853,638 reactions. Task: Predict the reaction yield, written as a fraction of the theoretical maximum amount of product (1.0 means a 100% yield; for example, 0.34 means a 34% yield). (1) The reactants are [CH3:1][O:2][C:3]([C@@H:5]([N:13]1[CH2:21][C:17]2[CH:18]=[CH:19][S:20][C:16]=2[CH2:15][CH2:14]1)[C:6]1[CH:7]=[CH:8][CH:9]=[CH:10][C:11]=1[Cl:12])=[O:4].[S:22](=[O:26])(=[O:25])([OH:24])[OH:23]. The catalyst is CC(CC)=O. The product is [CH3:1][O:2][C:3]([C@@H:5]([N:13]1[CH2:21][C:17]2[CH:18]=[CH:19][S:20][C:16]=2[CH2:15][CH2:14]1)[C:6]1[C:11]([Cl:12])=[CH:10][CH:9]=[CH:8][CH:7]=1)=[O:4].[OH:25][S:22]([OH:26])(=[O:24])=[O:23]. The yield is 0.540. (2) The reactants are [NH2:1][C:2]1[CH:3]=[C:4]([CH:21]=[CH:22][CH:23]=1)[O:5][C:6]1[CH:7]=[CH:8][C:9]2[N:10]([CH:12]=[C:13]([NH:15][C:16]([CH:18]3[CH2:20][CH2:19]3)=[O:17])[N:14]=2)[N:11]=1.[F:24][C:25]([F:36])([F:35])[C:26]1[CH:34]=[CH:33][C:29]([C:30](O)=[O:31])=[CH:28][CH:27]=1.Cl.CN(C)CCCN=C=NCC.ON1C2C=CC=CC=2N=N1. The catalyst is CN(C)C=O. The product is [CH:18]1([C:16]([NH:15][C:13]2[N:14]=[C:9]3[CH:8]=[CH:7][C:6]([O:5][C:4]4[CH:3]=[C:2]([NH:1][C:30](=[O:31])[C:29]5[CH:33]=[CH:34][C:26]([C:25]([F:24])([F:35])[F:36])=[CH:27][CH:28]=5)[CH:23]=[CH:22][CH:21]=4)=[N:11][N:10]3[CH:12]=2)=[O:17])[CH2:20][CH2:19]1. The yield is 0.680. (3) The reactants are [NH2:1][C@@H:2]([CH3:5])[CH2:3][OH:4].C(N(CC)CC)C.[C:13](O[C:13]([O:15][C:16]([CH3:19])([CH3:18])[CH3:17])=[O:14])([O:15][C:16]([CH3:19])([CH3:18])[CH3:17])=[O:14]. The catalyst is CO. The product is [OH:4][CH2:3][C@@H:2]([NH:1][C:13](=[O:14])[O:15][C:16]([CH3:19])([CH3:18])[CH3:17])[CH3:5]. The yield is 0.970. (4) The reactants are I[C:2]1[CH:3]=[C:4]([CH:15]=[CH:16][CH:17]=1)/[CH:5]=[CH:6]/[C:7]1[C:12]([CH3:13])=[CH:11][CH:10]=[CH:9][C:8]=1[CH3:14].[CH3:18][CH2:19][N:20](CC)CC.C(OC)(=O)C[SH:27]. The catalyst is CN1C(=O)CCC1.O.C1C=CC(/C=C/C(/C=C/C2C=CC=CC=2)=O)=CC=1.C1C=CC(/C=C/C(/C=C/C2C=CC=CC=2)=O)=CC=1.C1C=CC(/C=C/C(/C=C/C2C=CC=CC=2)=O)=CC=1.[Pd].[Pd].C1(P(C2C=CC=CC=2)[C-]2C=CC=C2)C=CC=CC=1.[C-]1(P(C2C=CC=CC=2)C2C=CC=CC=2)C=CC=C1.[Fe+2]. The product is [CH3:14][C:8]1[CH:9]=[CH:10][CH:11]=[C:12]([CH3:13])[C:7]=1/[CH:6]=[CH:5]/[C:4]1[CH:3]=[C:2]([S:27][CH2:18][CH2:19][NH2:20])[CH:17]=[CH:16][CH:15]=1. The yield is 0.920. (5) The reactants are Cl[CH2:2][C:3]1[N:7]([CH2:8][C:9]([O:11][CH2:12][CH3:13])=[O:10])[N:6]=[C:5]([N+:14]([O-:16])=[O:15])[CH:4]=1.[CH3:17][CH:18]([NH2:20])[CH3:19]. The catalyst is ClCCl. The product is [CH:18]([NH:20][CH2:2][C:3]1[N:7]([CH2:8][C:9]([O:11][CH2:12][CH3:13])=[O:10])[N:6]=[C:5]([N+:14]([O-:16])=[O:15])[CH:4]=1)([CH3:19])[CH3:17]. The yield is 0.740. (6) The reactants are CN(C)[CH:3]=[O:4].P(Cl)(Cl)(Cl)=O.[CH2:11]([O:13][C:14]([C:16]1[C:20]([CH3:21])=[CH:19][NH:18][C:17]=1[CH3:22])=[O:15])[CH3:12].Cl. The catalyst is ClCCl. The product is [CH2:11]([O:13][C:14]([C:16]1[C:20]([CH3:21])=[C:19]([CH:3]=[O:4])[NH:18][C:17]=1[CH3:22])=[O:15])[CH3:12]. The yield is 1.00.